Dataset: NCI-60 drug combinations with 297,098 pairs across 59 cell lines. Task: Regression. Given two drug SMILES strings and cell line genomic features, predict the synergy score measuring deviation from expected non-interaction effect. (1) Cell line: OVCAR-4. Drug 1: C1CN1C2=NC(=NC(=N2)N3CC3)N4CC4. Synergy scores: CSS=4.07, Synergy_ZIP=-0.407, Synergy_Bliss=0.262, Synergy_Loewe=-4.51, Synergy_HSA=-2.16. Drug 2: C1CC(=O)NC(=O)C1N2CC3=C(C2=O)C=CC=C3N. (2) Drug 1: COC1=C(C=C2C(=C1)N=CN=C2NC3=CC(=C(C=C3)F)Cl)OCCCN4CCOCC4. Drug 2: CC1C(C(=O)NC(C(=O)N2CCCC2C(=O)N(CC(=O)N(C(C(=O)O1)C(C)C)C)C)C(C)C)NC(=O)C3=C4C(=C(C=C3)C)OC5=C(C(=O)C(=C(C5=N4)C(=O)NC6C(OC(=O)C(N(C(=O)CN(C(=O)C7CCCN7C(=O)C(NC6=O)C(C)C)C)C)C(C)C)C)N)C. Cell line: U251. Synergy scores: CSS=44.5, Synergy_ZIP=8.88, Synergy_Bliss=12.2, Synergy_Loewe=12.8, Synergy_HSA=12.7. (3) Drug 1: CCC1=C2CN3C(=CC4=C(C3=O)COC(=O)C4(CC)O)C2=NC5=C1C=C(C=C5)O. Drug 2: C#CCC(CC1=CN=C2C(=N1)C(=NC(=N2)N)N)C3=CC=C(C=C3)C(=O)NC(CCC(=O)O)C(=O)O. Cell line: SR. Synergy scores: CSS=88.4, Synergy_ZIP=-4.85, Synergy_Bliss=-6.25, Synergy_Loewe=-3.45, Synergy_HSA=-2.04. (4) Drug 1: CC12CCC3C(C1CCC2O)C(CC4=C3C=CC(=C4)O)CCCCCCCCCS(=O)CCCC(C(F)(F)F)(F)F. Drug 2: N.N.Cl[Pt+2]Cl. Cell line: RPMI-8226. Synergy scores: CSS=59.7, Synergy_ZIP=-2.61, Synergy_Bliss=-3.89, Synergy_Loewe=5.76, Synergy_HSA=2.97. (5) Synergy scores: CSS=52.2, Synergy_ZIP=-3.51, Synergy_Bliss=-4.84, Synergy_Loewe=-1.82, Synergy_HSA=0.0516. Cell line: MOLT-4. Drug 1: CN(C)N=NC1=C(NC=N1)C(=O)N. Drug 2: CC1C(C(CC(O1)OC2CC(CC3=C2C(=C4C(=C3O)C(=O)C5=C(C4=O)C(=CC=C5)OC)O)(C(=O)CO)O)N)O.Cl.